From a dataset of Forward reaction prediction with 1.9M reactions from USPTO patents (1976-2016). Predict the product of the given reaction. (1) Given the reactants [F:1][C:2]([F:14])([F:13])[C:3]1[CH:11]=[C:10]2[C:6]([CH2:7][O:8][C:9]2=[O:12])=[CH:5][CH:4]=1.[H-].C([Al+]CC(C)C)C(C)C.[Cl-].[NH4+].C(OCC)(=O)C, predict the reaction product. The product is: [F:14][C:2]([F:1])([F:13])[C:3]1[CH:11]=[C:10]2[C:6]([CH2:7][O:8][CH:9]2[OH:12])=[CH:5][CH:4]=1. (2) Given the reactants [CH3:1][S:2][C:3]1[CH:4]=[C:5]([CH:9]=[CH:10][CH:11]=1)[C:6](O)=[O:7].[OH-].[Na+], predict the reaction product. The product is: [CH3:1][S:2][C:3]1[CH:4]=[C:5]([CH2:6][OH:7])[CH:9]=[CH:10][CH:11]=1.